Dataset: Forward reaction prediction with 1.9M reactions from USPTO patents (1976-2016). Task: Predict the product of the given reaction. (1) Given the reactants [Cl-].[C:2]([O:6][C:7](=[O:10])[CH2:8][Zn+])([CH3:5])([CH3:4])[CH3:3].CCOCC.Br[C:17]1[CH:42]=[CH:41][C:20]([CH2:21][O:22][CH2:23][C@@H:24]2[CH2:26][C@@H:25]2[CH:27]2[CH2:32][CH2:31][N:30]([C:33]3[O:37][N:36]=[C:35]([CH:38]([CH3:40])[CH3:39])[N:34]=3)[CH2:29][CH2:28]2)=[C:19]([F:43])[CH:18]=1.CC(C1C=C(C(C)C)C(C2C=CC=CC=2P(C2CCCCC2)C2CCCCC2)=C(C(C)C)C=1)C, predict the reaction product. The product is: [F:43][C:19]1[CH:18]=[C:17]([CH2:8][C:7]([O:6][C:2]([CH3:5])([CH3:4])[CH3:3])=[O:10])[CH:42]=[CH:41][C:20]=1[CH2:21][O:22][CH2:23][C@@H:24]1[CH2:26][C@@H:25]1[CH:27]1[CH2:32][CH2:31][N:30]([C:33]2[O:37][N:36]=[C:35]([CH:38]([CH3:40])[CH3:39])[N:34]=2)[CH2:29][CH2:28]1. (2) Given the reactants [CH3:1][N:2]1[CH:6]=[CH:5][C:4]([NH:7][C:8]2[C:17]3[C:12](=[CH:13][CH:14]=[C:15]([O:18][C:19]4[N:24]=[CH:23][C:22]([OH:25])=[CH:21][CH:20]=4)[CH:16]=3)[N:11]=[CH:10][N:9]=2)=[N:3]1.CS(O[CH2:31][C@H:32](OC1CCCCO1)[CH3:33])(=O)=O.[CH3:41][NH2:42].O1CCCC1, predict the reaction product. The product is: [CH3:41][NH:42][C@H:32]([CH3:33])[CH2:31][O:25][C:22]1[CH:21]=[CH:20][C:19]([O:18][C:15]2[CH:16]=[C:17]3[C:12](=[CH:13][CH:14]=2)[N:11]=[CH:10][N:9]=[C:8]3[NH:7][C:4]2[CH:5]=[CH:6][N:2]([CH3:1])[N:3]=2)=[N:24][CH:23]=1. (3) Given the reactants [NH2:1][CH:2]([C:11]1[C:16]([F:17])=[CH:15][CH:14]=[CH:13][C:12]=1[O:18][CH2:19][CH3:20])[CH2:3][CH:4]([CH3:10])[C:5]([O:7]CC)=O.[CH2:21]([O:23][C:24]1[CH:25]=[C:26]([CH:29]=[CH:30][CH:31]=1)[CH:27]=O)[CH3:22], predict the reaction product. The product is: [CH2:19]([O:18][C:12]1[CH:13]=[CH:14][CH:15]=[C:16]([F:17])[C:11]=1[CH:2]1[N:1]([CH2:27][C:26]2[CH:29]=[CH:30][CH:31]=[C:24]([O:23][CH2:21][CH3:22])[CH:25]=2)[C:5](=[O:7])[CH:4]([CH3:10])[CH2:3]1)[CH3:20]. (4) Given the reactants [C:1]([O:5][C:6]([N:8]1[CH2:13][CH2:12][C@H:11]([C:14]2[CH:19]=[CH:18][CH:17]=[C:16](Br)[CH:15]=2)[C@@H:10]([O:21][CH2:22][C:23]2[CH:32]=[CH:31][C:30]3[C:25](=[CH:26][CH:27]=[CH:28][CH:29]=3)[CH:24]=2)[CH2:9]1)=[O:7])([CH3:4])([CH3:3])[CH3:2].C(OC([C:38]1[CH:43]=[CH:42][C:41](B(O)O)=[CH:40][CH:39]=1)=O)C.[CH2:47]([CH2:50][O:51][CH3:52])OC.C([O-])([O-])=[O:54].[Na+].[Na+], predict the reaction product. The product is: [C:1]([O:5][C:6]([N:8]1[CH2:13][CH2:12][C@H:11]([C:14]2[CH:15]=[C:16]([C:43]3[CH:38]=[CH:39][CH:40]=[CH:41][CH:42]=3)[CH:17]=[CH:18][C:19]=2[C:52]([O:51][CH2:50][CH3:47])=[O:54])[C@@H:10]([O:21][CH2:22][C:23]2[CH:32]=[CH:31][C:30]3[C:25](=[CH:26][CH:27]=[CH:28][CH:29]=3)[CH:24]=2)[CH2:9]1)=[O:7])([CH3:4])([CH3:3])[CH3:2]. (5) Given the reactants [CH:1]1([NH:5][CH2:6][CH:7]2[CH2:10][N:9]([C:11]([C:13]3[CH:14]=[C:15]([CH:28]=[CH:29][C:30]=3[F:31])[CH2:16][C:17]3[C:26]4[C:21](=[CH:22][CH:23]=[CH:24][CH:25]=4)[C:20](=[O:27])[NH:19][N:18]=3)=[O:12])[CH2:8]2)[CH2:4][CH2:3][CH2:2]1.[ClH:32], predict the reaction product. The product is: [ClH:32].[CH:1]1([NH:5][CH2:6][CH:7]2[CH2:10][N:9]([C:11]([C:13]3[CH:14]=[C:15]([CH:28]=[CH:29][C:30]=3[F:31])[CH2:16][C:17]3[C:26]4[C:21](=[CH:22][CH:23]=[CH:24][CH:25]=4)[C:20](=[O:27])[NH:19][N:18]=3)=[O:12])[CH2:8]2)[CH2:2][CH2:3][CH2:4]1. (6) Given the reactants [C:1](OCC)(=[O:23])/[CH:2]=[CH:3]/[CH:4]=[CH:5]/[CH2:6]/[CH:7]=[CH:8]\[CH2:9]/[CH:10]=[CH:11]\[CH2:12]/[CH:13]=[CH:14]\[CH2:15]/[CH:16]=[CH:17]\[CH2:18]/[CH:19]=[CH:20]\[CH2:21][CH3:22].[H-].[H-].[H-].[H-].[Li+].[Al+3].[NH4+].[Cl-], predict the reaction product. The product is: [CH2:1]([OH:23])/[CH:2]=[CH:3]/[CH:4]=[CH:5]/[CH2:6]/[CH:7]=[CH:8]\[CH2:9]/[CH:10]=[CH:11]\[CH2:12]/[CH:13]=[CH:14]\[CH2:15]/[CH:16]=[CH:17]\[CH2:18]/[CH:19]=[CH:20]\[CH2:21][CH3:22]. (7) Given the reactants [F:1][C:2]1[CH:3]=[C:4]2[C:8](=[CH:9][CH:10]=1)[NH:7][C:6](=[O:11])[C:5]2=[N:12][N:13]=[CH:14][C:15]1[CH:31]=[CH:30][C:18]([C:19]([NH:21][CH2:22][CH2:23][CH2:24][CH2:25][CH2:26][C:27]([OH:29])=O)=[O:20])=[CH:17][CH:16]=1.Cl.C(N=C=NCCCN(C)C)C.O[C:45]1[C:53]2[N:52]=N[NH:50][C:49]=2[CH:48]=[CH:47][CH:46]=1.C(N(CC)CC)C.C1(N)C=CC=CC=1N, predict the reaction product. The product is: [F:1][C:2]1[CH:3]=[C:4]2[C:8](=[CH:9][CH:10]=1)[NH:7][C:6](=[O:11])[C:5]2=[N:12][N:13]=[CH:14][C:15]1[CH:16]=[CH:17][C:18]([C:19]([NH:21][CH2:22][CH2:23][CH2:24][CH2:25][CH2:26][C:27]([NH:50][C:49]2[CH:48]=[CH:47][CH:46]=[CH:45][C:53]=2[NH2:52])=[O:29])=[O:20])=[CH:30][CH:31]=1. (8) Given the reactants [Br:1][C:2]1[CH:3]=[C:4]([CH2:8][C:9]([OH:11])=[O:10])[CH:5]=[CH:6][CH:7]=1.[CH3:12][Si](C=[N+]=[N-])(C)C, predict the reaction product. The product is: [CH3:12][O:10][C:9](=[O:11])[CH2:8][C:4]1[CH:5]=[CH:6][CH:7]=[C:2]([Br:1])[CH:3]=1. (9) Given the reactants [C:1]([O:9][CH2:10][CH3:11])(=[O:8])[CH2:2][C:3]([O:5][CH2:6][CH3:7])=[O:4].CN(C)C(=O)C.[H-].[Na+].[Br:20][C:21]1[C:25]([C:26]([O:28][CH2:29][CH3:30])=[O:27])=[C:24](Br)[N:23]([CH3:32])[N:22]=1, predict the reaction product. The product is: [CH2:10]([O:9][C:1](=[O:8])[CH:2]([C:24]1[N:23]([CH3:32])[N:22]=[C:21]([Br:20])[C:25]=1[C:26]([O:28][CH2:29][CH3:30])=[O:27])[C:3]([O:5][CH2:6][CH3:7])=[O:4])[CH3:11].